Dataset: NCI-60 drug combinations with 297,098 pairs across 59 cell lines. Task: Regression. Given two drug SMILES strings and cell line genomic features, predict the synergy score measuring deviation from expected non-interaction effect. (1) Drug 1: CC1=CC2C(CCC3(C2CCC3(C(=O)C)OC(=O)C)C)C4(C1=CC(=O)CC4)C. Drug 2: C(CC(=O)O)C(=O)CN.Cl. Cell line: SK-MEL-28. Synergy scores: CSS=6.33, Synergy_ZIP=-2.83, Synergy_Bliss=-0.859, Synergy_Loewe=-4.63, Synergy_HSA=-4.65. (2) Drug 1: C1=CC(=CC=C1CCC2=CNC3=C2C(=O)NC(=N3)N)C(=O)NC(CCC(=O)O)C(=O)O. Drug 2: CN1C(=O)N2C=NC(=C2N=N1)C(=O)N. Cell line: OVCAR-5. Synergy scores: CSS=12.1, Synergy_ZIP=-3.88, Synergy_Bliss=-0.143, Synergy_Loewe=-30.7, Synergy_HSA=-3.57. (3) Drug 1: CC1=C(C=C(C=C1)NC2=NC=CC(=N2)N(C)C3=CC4=NN(C(=C4C=C3)C)C)S(=O)(=O)N.Cl. Drug 2: CC1=C2C(C(=O)C3(C(CC4C(C3C(C(C2(C)C)(CC1OC(=O)C(C(C5=CC=CC=C5)NC(=O)C6=CC=CC=C6)O)O)OC(=O)C7=CC=CC=C7)(CO4)OC(=O)C)O)C)OC(=O)C. Cell line: T-47D. Synergy scores: CSS=36.4, Synergy_ZIP=4.70, Synergy_Bliss=10.2, Synergy_Loewe=-16.8, Synergy_HSA=9.87. (4) Drug 1: COC1=C2C(=CC3=C1OC=C3)C=CC(=O)O2. Drug 2: C1C(C(OC1N2C=NC(=NC2=O)N)CO)O. Cell line: HS 578T. Synergy scores: CSS=-2.98, Synergy_ZIP=5.84, Synergy_Bliss=6.12, Synergy_Loewe=0.247, Synergy_HSA=-1.67. (5) Drug 1: CCC1=CC2CC(C3=C(CN(C2)C1)C4=CC=CC=C4N3)(C5=C(C=C6C(=C5)C78CCN9C7C(C=CC9)(C(C(C8N6C)(C(=O)OC)O)OC(=O)C)CC)OC)C(=O)OC.C(C(C(=O)O)O)(C(=O)O)O. Drug 2: CN(CCCl)CCCl.Cl. Cell line: MDA-MB-231. Synergy scores: CSS=32.9, Synergy_ZIP=-9.85, Synergy_Bliss=-1.61, Synergy_Loewe=-15.8, Synergy_HSA=-1.61. (6) Drug 1: CC1=C(C=C(C=C1)NC(=O)C2=CC=C(C=C2)CN3CCN(CC3)C)NC4=NC=CC(=N4)C5=CN=CC=C5. Drug 2: C(CCl)NC(=O)N(CCCl)N=O. Cell line: HL-60(TB). Synergy scores: CSS=8.27, Synergy_ZIP=-3.22, Synergy_Bliss=-1.26, Synergy_Loewe=1.11, Synergy_HSA=1.06. (7) Drug 1: CC12CCC(CC1=CCC3C2CCC4(C3CC=C4C5=CN=CC=C5)C)O. Drug 2: CS(=O)(=O)C1=CC(=C(C=C1)C(=O)NC2=CC(=C(C=C2)Cl)C3=CC=CC=N3)Cl. Cell line: SW-620. Synergy scores: CSS=1.01, Synergy_ZIP=0.852, Synergy_Bliss=1.45, Synergy_Loewe=-3.71, Synergy_HSA=-2.09. (8) Drug 1: C1=NC2=C(N1)C(=S)N=C(N2)N. Drug 2: C1=NC(=NC(=O)N1C2C(C(C(O2)CO)O)O)N. Cell line: HCC-2998. Synergy scores: CSS=35.8, Synergy_ZIP=-0.515, Synergy_Bliss=1.02, Synergy_Loewe=-4.34, Synergy_HSA=0.624. (9) Drug 1: C1=CN(C(=O)N=C1N)C2C(C(C(O2)CO)O)O.Cl. Drug 2: CC1=C(N=C(N=C1N)C(CC(=O)N)NCC(C(=O)N)N)C(=O)NC(C(C2=CN=CN2)OC3C(C(C(C(O3)CO)O)O)OC4C(C(C(C(O4)CO)O)OC(=O)N)O)C(=O)NC(C)C(C(C)C(=O)NC(C(C)O)C(=O)NCCC5=NC(=CS5)C6=NC(=CS6)C(=O)NCCC[S+](C)C)O. Cell line: OVCAR3. Synergy scores: CSS=23.7, Synergy_ZIP=-7.40, Synergy_Bliss=3.47, Synergy_Loewe=1.61, Synergy_HSA=4.62. (10) Drug 1: CC1=C2C(C(=O)C3(C(CC4C(C3C(C(C2(C)C)(CC1OC(=O)C(C(C5=CC=CC=C5)NC(=O)OC(C)(C)C)O)O)OC(=O)C6=CC=CC=C6)(CO4)OC(=O)C)OC)C)OC. Drug 2: COC1=C(C=C2C(=C1)N=CN=C2NC3=CC(=C(C=C3)F)Cl)OCCCN4CCOCC4. Cell line: SNB-19. Synergy scores: CSS=44.9, Synergy_ZIP=7.15, Synergy_Bliss=7.53, Synergy_Loewe=2.39, Synergy_HSA=11.0.